Task: Predict which catalyst facilitates the given reaction.. Dataset: Catalyst prediction with 721,799 reactions and 888 catalyst types from USPTO (1) Reactant: [C:1]([O:5][CH2:6][C:7]1[CH:12]=[CH:11][CH:10]=[CH:9][CH:8]=1)(=[O:4])[CH:2]=[CH2:3].O1CCOCC1.N12CCN(CC1)CC2.[CH2:27]=[O:28]. Product: [OH:28][CH2:27][C:2](=[CH2:3])[C:1]([O:5][CH2:6][C:7]1[CH:12]=[CH:11][CH:10]=[CH:9][CH:8]=1)=[O:4]. The catalyst class is: 6. (2) Reactant: [NH2:1][C:2]1[C:7]([Cl:8])=[CH:6][C:5]([OH:9])=[C:4]([F:10])[CH:3]=1.[CH3:11][N:12]1[C:16]([CH3:17])=[C:15]([C:18](O)=[O:19])[C:14](=[O:21])[N:13]1[C:22]1[CH:27]=[CH:26][CH:25]=[CH:24][CH:23]=1.CCN=C=NCCCN(C)C.C1C=NC2N(O)N=NC=2C=1. The catalyst class is: 173. Product: [Cl:8][C:7]1[CH:6]=[C:5]([OH:9])[C:4]([F:10])=[CH:3][C:2]=1[NH:1][C:18]([C:15]1[C:14](=[O:21])[N:13]([C:22]2[CH:23]=[CH:24][CH:25]=[CH:26][CH:27]=2)[N:12]([CH3:11])[C:16]=1[CH3:17])=[O:19]. (3) The catalyst class is: 9. Product: [CH2:37]([O:36][C:34]([NH:6][C:7]1[CH:8]=[C:9]([B:13]([OH:15])[OH:14])[CH:10]=[CH:11][CH:12]=1)=[O:35])[CH3:38]. Reactant: S(O)(O)(=O)=O.[NH2:6][C:7]1[CH:8]=[C:9]([B:13]([OH:15])[OH:14])[CH:10]=[CH:11][CH:12]=1.[NH2:6][C:7]1[CH:8]=[C:9]([B:13]([OH:15])[OH:14])[CH:10]=[CH:11][CH:12]=1.C(N(CC)CC)C.Cl[C:34]([O:36][CH2:37][CH3:38])=[O:35]. (4) Reactant: [CH2:1]=[C:2]([C:4]1[CH:5]=[N:6][CH:7]=[C:8]([CH:12]=1)[C:9]([OH:11])=O)[CH3:3].CCN=C=NCCCN(C)C.C1C=CC2N(O)N=NC=2C=1.[NH2:34][CH2:35][C@@H:36]([OH:53])[C@@H:37]([NH:45][C:46](=[O:52])[O:47][C:48]([CH3:51])([CH3:50])[CH3:49])[CH2:38][C:39]1[CH:44]=[CH:43][CH:42]=[CH:41][CH:40]=1.CCN(C(C)C)C(C)C. Product: [OH:53][C@H:36]([CH2:35][NH:34][C:9](=[O:11])[C:8]1[CH:12]=[C:4]([C:2]([CH3:3])=[CH2:1])[CH:5]=[N:6][CH:7]=1)[C@@H:37]([NH:45][C:46](=[O:52])[O:47][C:48]([CH3:51])([CH3:49])[CH3:50])[CH2:38][C:39]1[CH:44]=[CH:43][CH:42]=[CH:41][CH:40]=1. The catalyst class is: 4. (5) Reactant: [NH2:1][C:2]1[CH:10]=[CH:9][CH:8]=[C:7]([O:11][CH3:12])[C:3]=1[C:4]([OH:6])=O.C1N=CN([C:18](N2C=NC=C2)=[O:19])C=1.C([N:28](C(C)C)CC)(C)C. Product: [NH2:1][C:2]1[CH:10]=[CH:9][CH:8]=[C:7]([O:11][CH3:12])[C:3]=1[C:4]([NH:28][O:19][CH3:18])=[O:6]. The catalyst class is: 1. (6) Reactant: [NH2:1][C:2]1[C:6]2[C:7]([O:11][CH2:12][C:13]3[CH:18]=[CH:17][CH:16]=[CH:15][CH:14]=3)=[N:8][CH:9]=[CH:10][C:5]=2[N:4]([C:19]2([CH2:32][C:33]#[N:34])[CH2:24][CH2:23][N:22]([C:25]([O:27][C:28]([CH3:31])([CH3:30])[CH3:29])=[O:26])[CH2:21][CH2:20]2)[N:3]=1.Br[C:36]1[CH:41]=[CH:40][C:39]([S:42]([N:45]([CH3:47])[CH3:46])(=[O:44])=[O:43])=[CH:38][CH:37]=1.C(P(C(C)(C)C)C1C(C)=C(C)C(C)=C(C)C=1C1C(C(C)C)=CC(C(C)C)=CC=1C(C)C)(C)(C)C.[O-]P([O-])([O-])=O.[K+].[K+].[K+].C(O)(CC)(C)C. Product: [CH2:12]([O:11][C:7]1[C:6]2[C:2]([NH:1][C:36]3[CH:37]=[CH:38][C:39]([S:42](=[O:43])(=[O:44])[N:45]([CH3:46])[CH3:47])=[CH:40][CH:41]=3)=[N:3][N:4]([C:19]3([CH2:32][C:33]#[N:34])[CH2:24][CH2:23][N:22]([C:25]([O:27][C:28]([CH3:29])([CH3:30])[CH3:31])=[O:26])[CH2:21][CH2:20]3)[C:5]=2[CH:10]=[CH:9][N:8]=1)[C:13]1[CH:14]=[CH:15][CH:16]=[CH:17][CH:18]=1. The catalyst class is: 110. (7) Reactant: [NH2:1][C:2]1[N:3]=[CH:4][C:5]([C:18]2[CH:19]=[C:20]([CH:43]=[CH:44][CH:45]=2)[CH2:21][NH:22][CH:23]2[CH2:28][CH2:27][N:26](C(OC(C)(C)C)=O)[C@@H:25]([C:36]([O:38][C:39]([CH3:42])([CH3:41])[CH3:40])=[O:37])[CH2:24]2)=[N:6][C:7]=1[NH:8][CH2:9][C:10]1[C:15]([Cl:16])=[CH:14][CH:13]=[CH:12][C:11]=1[Cl:17].Cl.[OH-].[Na+]. Product: [NH2:1][C:2]1[N:3]=[CH:4][C:5]([C:18]2[CH:19]=[C:20]([CH:43]=[CH:44][CH:45]=2)[CH2:21][NH:22][CH:23]2[CH2:28][CH2:27][NH:26][C@@H:25]([C:36]([O:38][C:39]([CH3:40])([CH3:41])[CH3:42])=[O:37])[CH2:24]2)=[N:6][C:7]=1[NH:8][CH2:9][C:10]1[C:15]([Cl:16])=[CH:14][CH:13]=[CH:12][C:11]=1[Cl:17]. The catalyst class is: 12.